This data is from Forward reaction prediction with 1.9M reactions from USPTO patents (1976-2016). The task is: Predict the product of the given reaction. (1) Given the reactants Br[C:2]1[S:6][C:5]([N+:7]([O-:9])=[O:8])=[C:4]([C:10]([NH2:12])=[O:11])[CH:3]=1.[F:13][C:14]1([C:18]2[CH:23]=[CH:22][C:21](B3OC(C)(C)C(C)(C)O3)=[CH:20][CH:19]=2)[CH2:17][O:16][CH2:15]1, predict the reaction product. The product is: [F:13][C:14]1([C:18]2[CH:23]=[CH:22][C:21]([C:2]3[S:6][C:5]([N+:7]([O-:9])=[O:8])=[C:4]([C:10]([NH2:12])=[O:11])[CH:3]=3)=[CH:20][CH:19]=2)[CH2:17][O:16][CH2:15]1. (2) Given the reactants [CH:1]1([NH:5][C:6]([C@@H:8]2[CH2:12][CH2:11][CH2:10][N:9]2[C:13](=[O:34])[CH2:14][O:15][C:16]2[N:20]([C:21]3[CH:26]=[CH:25][CH:24]=[CH:23][CH:22]=3)[N:19]=[C:18]([C:27]([NH:29][CH2:30][C:31](O)=[O:32])=[O:28])[CH:17]=2)=[O:7])[CH2:4][CH2:3][CH2:2]1.CCN(C(C)C)C(C)C.CN(C(ON1N=NC2C=CC=NC1=2)=[N+](C)C)C.F[P-](F)(F)(F)(F)F.[CH2:68]([O:75][C:76]([N:78]1[CH2:83][CH2:82][NH:81][CH2:80][CH2:79]1)=[O:77])[C:69]1[CH:74]=[CH:73][CH:72]=[CH:71][CH:70]=1, predict the reaction product. The product is: [CH2:68]([O:75][C:76]([N:78]1[CH2:83][CH2:82][N:81]([C:31](=[O:32])[CH2:30][NH:29][C:27]([C:18]2[CH:17]=[C:16]([O:15][CH2:14][C:13]([N:9]3[CH2:10][CH2:11][CH2:12][C@H:8]3[C:6](=[O:7])[NH:5][CH:1]3[CH2:2][CH2:3][CH2:4]3)=[O:34])[N:20]([C:21]3[CH:26]=[CH:25][CH:24]=[CH:23][CH:22]=3)[N:19]=2)=[O:28])[CH2:80][CH2:79]1)=[O:77])[C:69]1[CH:74]=[CH:73][CH:72]=[CH:71][CH:70]=1. (3) Given the reactants OCC(C)(C)C[O:5][C:6](=[O:25])[CH2:7][CH2:8][CH2:9][C:10]1([C:18]2[CH:23]=[CH:22][C:21]([F:24])=[CH:20][CH:19]=2)[O:15][CH2:14][C:13]([CH3:17])([CH3:16])[CH2:12][O:11]1.CO.[OH-].[K+].Cl, predict the reaction product. The product is: [F:24][C:21]1[CH:20]=[CH:19][C:18]([C:10]2([CH2:9][CH2:8][CH2:7][C:6]([OH:25])=[O:5])[O:11][CH2:12][C:13]([CH3:17])([CH3:16])[CH2:14][O:15]2)=[CH:23][CH:22]=1. (4) Given the reactants P([O-])([O-])([O-])=O.[K+].[K+].[K+].[CH3:9][C:10]1([CH3:20])[CH2:14][C:13]2[CH:15]=[CH:16][CH:17]=[C:18]([CH3:19])[C:12]=2[O:11]1.B([O-])([O-])O[C:23]1[CH:28]=[CH:27][C:26]([CH3:29])=[CH:25][CH:24]=1, predict the reaction product. The product is: [CH3:9][C:10]1([CH3:20])[CH2:14][C:13]2[CH:15]=[CH:16][C:17]([C:23]3[CH:28]=[CH:27][C:26]([CH3:29])=[CH:25][CH:24]=3)=[C:18]([CH3:19])[C:12]=2[O:11]1. (5) Given the reactants [Cl:1][C:2]1[CH:10]=[CH:9][C:8]([CH2:11][NH:12][C:13](=[O:18])[C:14]([F:17])([F:16])[F:15])=[CH:7][C:3]=1[C:4]([NH2:6])=[O:5].C(Cl)(=O)[C:20](Cl)=[O:21], predict the reaction product. The product is: [Cl:1][C:2]1[CH:10]=[CH:9][C:8]([CH2:11][NH:12][C:13](=[O:18])[C:14]([F:16])([F:17])[F:15])=[CH:7][C:3]=1[C:4]([N:6]=[C:20]=[O:21])=[O:5]. (6) The product is: [F:1][C:2]1[CH:7]=[CH:6][CH:5]=[CH:4][C:3]=1[N:8]1[C:16]2[C:11](=[C:12]([N:17]3[CH2:21][CH2:20][N:19]([C:34]4[N:39]=[CH:38][CH:37]=[CH:36][N:35]=4)[C:18]3=[O:22])[CH:13]=[CH:14][CH:15]=2)[CH:10]=[N:9]1. Given the reactants [F:1][C:2]1[CH:7]=[CH:6][CH:5]=[CH:4][C:3]=1[N:8]1[C:16]2[C:11](=[C:12]([N:17]3[CH2:21][CH2:20][NH:19][C:18]3=[O:22])[CH:13]=[CH:14][CH:15]=2)[CH:10]=[N:9]1.CN[C@@H]1CCCC[C@H]1NC.Br[C:34]1[N:39]=[CH:38][CH:37]=[CH:36][N:35]=1.[O-]P([O-])([O-])=O.[K+].[K+].[K+], predict the reaction product. (7) Given the reactants [CH:1]1[C:10]2[C:5](=[CH:6][CH:7]=[CH:8][CH:9]=2)[CH:4]=[CH:3][C:2]=1[C:11]1([CH2:16]OS(C)(=O)=O)[CH2:15][CH2:14][CH2:13][CH2:12]1.ClC1C=CC(Cl)=CC=1C1(C[C:36]#[N:37])CCCC1, predict the reaction product. The product is: [CH:1]1[C:10]2[C:5](=[CH:6][CH:7]=[CH:8][CH:9]=2)[CH:4]=[CH:3][C:2]=1[C:11]1([CH2:16][C:36]#[N:37])[CH2:15][CH2:14][CH2:13][CH2:12]1.